This data is from Reaction yield outcomes from USPTO patents with 853,638 reactions. The task is: Predict the reaction yield, written as a fraction of the theoretical maximum amount of product (1.0 means a 100% yield; for example, 0.34 means a 34% yield). (1) The reactants are [C:1]([C:3]1[C:11]2[C:6](=[CH:7][C:8]([C:12](Cl)=[O:13])=[CH:9][CH:10]=2)[N:5]([CH2:15][CH3:16])[CH:4]=1)#[N:2].[NH2:17][C:18]1[CH:23]=[CH:22][CH:21]=[CH:20][CH:19]=1.CCOC(C)=O.C(Cl)Cl. The catalyst is C1COCC1.O. The product is [C:18]1([NH:17][C:12]([C:8]2[CH:7]=[C:6]3[C:11]([C:3]([C:1]#[N:2])=[CH:4][N:5]3[CH2:15][CH3:16])=[CH:10][CH:9]=2)=[O:13])[CH:23]=[CH:22][CH:21]=[CH:20][CH:19]=1. The yield is 0.510. (2) The reactants are [OH:1][C:2]1[CH:11]=[C:10]2[C:5]([C:6]([O:12][C:13]3[CH:25]=[CH:24][C:16]4[C:17]([C:21]([OH:23])=O)=[C:18]([CH3:20])[O:19][C:15]=4[CH:14]=3)=[CH:7][CH:8]=[N:9]2)=[CH:4][CH:3]=1.CN(C(ON1N=NC2[CH:37]=[CH:38][CH:39]=[N:40]C1=2)=[N+](C)C)C.F[P-](F)(F)(F)(F)F.C(N(CC)CC)C.C1(N)CC1. The catalyst is CN(C=O)C.O. The product is [CH:39]1([NH:40][C:21]([C:17]2[C:16]3[CH:24]=[CH:25][C:13]([O:12][C:6]4[C:5]5[C:10](=[CH:11][C:2]([OH:1])=[CH:3][CH:4]=5)[N:9]=[CH:8][CH:7]=4)=[CH:14][C:15]=3[O:19][C:18]=2[CH3:20])=[O:23])[CH2:37][CH2:38]1. The yield is 0.770. (3) The reactants are [C:1]1([N:7]2[C:11]([NH:12][C:13](=[O:21])OC3C=CC=CC=3)=[CH:10][C:9]([C:22]([F:25])([F:24])[F:23])=[N:8]2)[CH:6]=[CH:5][CH:4]=[CH:3][CH:2]=1.[CH3:26][O:27][C:28]1[CH:29]=[C:30]2[C:35](=[CH:36][C:37]=1[O:38][CH3:39])[N:34]=[CH:33][N:32]=[C:31]2[O:40][C:41]1[CH:42]=[C:43]([CH:45]=[CH:46][CH:47]=1)[NH2:44].C(N(CC)C(C)C)(C)C. The catalyst is C1COCC1. The product is [CH3:26][O:27][C:28]1[CH:29]=[C:30]2[C:35](=[CH:36][C:37]=1[O:38][CH3:39])[N:34]=[CH:33][N:32]=[C:31]2[O:40][C:41]1[CH:42]=[C:43]([NH:44][C:13]([NH:12][C:11]2[N:7]([C:1]3[CH:2]=[CH:3][CH:4]=[CH:5][CH:6]=3)[N:8]=[C:9]([C:22]([F:23])([F:24])[F:25])[CH:10]=2)=[O:21])[CH:45]=[CH:46][CH:47]=1. The yield is 0.530. (4) The catalyst is C(Cl)Cl. The reactants are [CH2:1]([N:8]1[CH2:13][CH2:12][CH:11]([C:14]([OH:16])=O)[CH2:10][CH2:9]1)[C:2]1[CH:7]=[CH:6][CH:5]=[CH:4][CH:3]=1.Cl.CN(C)CCCN=C=NCC.O.OC1C2N=NNC=2C=CC=1.Cl.[NH2:41][CH2:42][C:43]1[CH:50]=[CH:49][C:46]([C:47]#[N:48])=[CH:45][CH:44]=1.CCN(C(C)C)C(C)C. The product is [CH2:1]([N:8]1[CH2:9][CH2:10][CH:11]([C:14]([NH:48][CH2:47][C:46]2[CH:49]=[CH:50][C:43]([C:42]#[N:41])=[CH:44][CH:45]=2)=[O:16])[CH2:12][CH2:13]1)[C:2]1[CH:3]=[CH:4][CH:5]=[CH:6][CH:7]=1. The yield is 0.880. (5) The reactants are FC(F)(F)C(O)=O.C(OC([N:15]1[C@@H:19]([CH2:20][C@@H:21]([O:23][C:24]2[CH:29]=[CH:28][C:27]([Cl:30])=[CH:26][CH:25]=2)[CH3:22])[CH2:18][O:17]C1(C)C)=O)(C)(C)C. The catalyst is O.C(#N)C.C(OCC)(=O)C. The product is [NH2:15][C@@H:19]([CH2:20][C@@H:21]([O:23][C:24]1[CH:25]=[CH:26][C:27]([Cl:30])=[CH:28][CH:29]=1)[CH3:22])[CH2:18][OH:17]. The yield is 0.920. (6) The reactants are Cl[C:2]1[N:7]=[C:6]([NH:8][C:9]2[CH:13]=[C:12]([O:14][CH:15]([CH3:17])[CH3:16])[NH:11][N:10]=2)[C:5]([N+:18]([O-:20])=[O:19])=[CH:4][CH:3]=1.[NH2:21][C@H:22]([C:25]1[CH:30]=[CH:29][C:28]([F:31])=[CH:27][CH:26]=1)[CH2:23][OH:24].CCN(C(C)C)C(C)C. The catalyst is CCCCO. The product is [F:31][C:28]1[CH:27]=[CH:26][C:25]([C@@H:22]([NH:21][C:2]2[CH:3]=[CH:4][C:5]([N+:18]([O-:20])=[O:19])=[C:6]([NH:8][C:9]3[CH:13]=[C:12]([O:14][CH:15]([CH3:17])[CH3:16])[NH:11][N:10]=3)[N:7]=2)[CH2:23][OH:24])=[CH:30][CH:29]=1. The yield is 0.870. (7) The reactants are [Br:1][C:2]1[CH:7]=[CH:6][C:5]([C:8]2([C:11]#[N:12])[CH2:10][CH2:9]2)=[CH:4][CH:3]=1.B.C1COCC1. No catalyst specified. The product is [Br:1][C:2]1[CH:3]=[CH:4][C:5]([C:8]2([CH2:11][NH2:12])[CH2:9][CH2:10]2)=[CH:6][CH:7]=1. The yield is 0.940. (8) The reactants are CON(C)[C:4]([C:6]1[C:10]([Cl:11])=[CH:9][N:8]([CH2:12][CH:13]([F:15])[F:14])[N:7]=1)=[O:5].[CH3:17][Mg]Br. No catalyst specified. The product is [Cl:11][C:10]1[C:6]([C:4](=[O:5])[CH3:17])=[N:7][N:8]([CH2:12][CH:13]([F:15])[F:14])[CH:9]=1. The yield is 0.660.